Dataset: Experimentally validated miRNA-target interactions with 360,000+ pairs, plus equal number of negative samples. Task: Binary Classification. Given a miRNA mature sequence and a target amino acid sequence, predict their likelihood of interaction. (1) The miRNA is mmu-miR-1258-5p with sequence UGCUGAGCUAAUUCCCUAACUG. The protein sequence of the target gene is MWRLTGILGRALPRLLGPGFRGITPKPTSSDGSQTTSPTLPLTRLSFDRSGSHGSKRSRDPKCCGWKDAFHWMSAHVSPNTLRDAISWGTLAVLALHLARQIHFHAPLVAGPQPAERSWHSPLYRFLSSSWWHPHSSLRRHVLPRSDCPAPRNTGLREPRQGQEDHPSAPSQCLPSDSSLRSGLLNLPEEEPSDFDFLHASRDFASQAKAAEAHPPGGKNEQDKAKALPLEEAVTSIQQLFQLSVAITFNFLGTENIKTGDYTAAFSYFQKAADRGYSKAQYNVGLCLEHGRGTPRDLSK.... Result: 0 (no interaction). (2) The miRNA is hsa-miR-6071 with sequence UUCUGCUGCCGGCCAAGGC. The protein sequence of the target gene is MSNTQAERSIIGMIDMFHKYTGRDGKIEKPSLLTMMKENFPNFLSACDKKGIHYLATVFEKKDKNEDKKIDFSEFLSLLGDIAADYHKQSHGAAPCSGGSQ. Result: 0 (no interaction). (3) The miRNA is hsa-miR-671-3p with sequence UCCGGUUCUCAGGGCUCCACC. The protein sequence of the target gene is MAAPWRRWPTGLLAVLRPLLTCRPLQGTTLQRDVLLFEHDRGRFFTILGLFCAGQGVFWASMAVAAVSRPPVPVQPLDAEVPNRGPFDLRSALWRYGLAVGCGAIGALVLGAGLLFSLRSVRSVVLRAGGQQVTLTTHAPFGLGAHFTVPLKQVSCMAHRGEVPAMLPLKVKGRRFYFLLDKTGHFPNTKLFDNTVGAYRSL. Result: 1 (interaction). (4) The miRNA is hsa-miR-6765-5p with sequence GUGAGGCGGGGCCAGGAGGGUGUGU. The protein sequence of the target gene is MGAQDRPQCHFDIEINREPVGRIMFQLFSDICPKTCKNFLCLCSGEKGLGKTTGKKLCYKGSTFHRVVKNFMIQGGDFSEGNGKGGESIYGGYFKDENFILKHDRAFLLSMANRGKHTNGSQFFITTKPAPHLDGVHVVFGLVISGFEVIEQIENLKTDAASRPYADVRVIDCGVLATKLTKDVFEKKRKKPTCSEGSDSSSRSSSSSESSSESEVERETIRRRRHKRRPKVRHAKKRRKEMSSSEEPRRKRTVSPEGYSERSDVNEKRSVDSNTKREKPVVRPEEIPPVPENRFLLRRD.... Result: 0 (no interaction). (5) The miRNA is hsa-miR-1181 with sequence CCGUCGCCGCCACCCGAGCCG. The protein sequence of the target gene is MMAAEAGSEEGGPATAGTGGAAATGSSAYPAACRVKLPAAPPMAVAPCPGLADTDLAAALGGGAASGSGFLGTGPVSGVLGGAALTGGAAAGVAGAAAAGPAGDIALTKGTLSLPAETLGPGGGFPPLPPPPLLPPLGSGLGTVDEGDSLDGPEYEEEEVAIPLTAPPTNQWYHGKLDRTIAEERLRQAGKSGSYLIRESDRRPGSFVLSFLSQTNVVNHFRIIAMCGDYYIGGRRFSSLSDLIGYYSHVSCLLKGEKLLYPVAPPEPVEDRRRVRAILPYTKVPDTDEISFLKGDMFIV.... Result: 0 (no interaction).